Dataset: Forward reaction prediction with 1.9M reactions from USPTO patents (1976-2016). Task: Predict the product of the given reaction. (1) The product is: [CH3:15][O:16][C:17]1[CH:18]=[C:19]2[C:24](=[CH:25][C:26]=1[O:27][CH3:28])[N:23]=[CH:22][CH:21]=[C:20]2[O:29][C:30]1[CH:36]=[CH:35][C:33]([NH:34][C:13]([NH:12][C:10](=[O:11])[C:7]2[CH:6]=[CH:5][C:4]([N+:1]([O-:3])=[O:2])=[CH:9][CH:8]=2)=[S:14])=[C:32]([CH3:37])[C:31]=1[CH3:38]. Given the reactants [N+:1]([C:4]1[CH:9]=[CH:8][C:7]([C:10]([N:12]=[C:13]=[S:14])=[O:11])=[CH:6][CH:5]=1)([O-:3])=[O:2].[CH3:15][O:16][C:17]1[CH:18]=[C:19]2[C:24](=[CH:25][C:26]=1[O:27][CH3:28])[N:23]=[CH:22][CH:21]=[C:20]2[O:29][C:30]1[CH:36]=[CH:35][C:33]([NH2:34])=[C:32]([CH3:37])[C:31]=1[CH3:38].C1(C)C=CC=CC=1, predict the reaction product. (2) Given the reactants [C:1]([C:3]1[CH:4]=[C:5]([N:15]2[CH:19]=[C:18]([C:20]([O:22]CC)=[O:21])[CH:17]=[N:16]2)[CH:6]=[N:7][C:8]=1[C:9]1[CH:14]=[CH:13][CH:12]=[CH:11][CH:10]=1)#[N:2].[OH-].[Na+].Cl, predict the reaction product. The product is: [C:1]([C:3]1[CH:4]=[C:5]([N:15]2[CH:19]=[C:18]([C:20]([OH:22])=[O:21])[CH:17]=[N:16]2)[CH:6]=[N:7][C:8]=1[C:9]1[CH:10]=[CH:11][CH:12]=[CH:13][CH:14]=1)#[N:2].